This data is from Reaction yield outcomes from USPTO patents with 853,638 reactions. The task is: Predict the reaction yield, written as a fraction of the theoretical maximum amount of product (1.0 means a 100% yield; for example, 0.34 means a 34% yield). (1) The reactants are [C:1]([O:5][C:6]([N:8]1[CH2:13][CH:12]=[C:11]([C:14]2[CH:38]=[CH:37][C:17]3[C:18]4[N:22]([CH2:23][CH2:24][O:25][C:16]=3[CH:15]=2)[CH:21]=[C:20]([C:26]2[N:27]([CH:34]([CH3:36])[CH3:35])[N:28]=[C:29]([CH2:31][O:32][CH3:33])[N:30]=2)[N:19]=4)[CH2:10][CH2:9]1)=[O:7])([CH3:4])([CH3:3])[CH3:2]. The catalyst is [Pd]. The product is [C:1]([O:5][C:6]([N:8]1[CH2:9][CH2:10][CH:11]([C:14]2[CH:38]=[CH:37][C:17]3[C:18]4[N:22]([CH2:23][CH2:24][O:25][C:16]=3[CH:15]=2)[CH:21]=[C:20]([C:26]2[N:27]([CH:34]([CH3:35])[CH3:36])[N:28]=[C:29]([CH2:31][O:32][CH3:33])[N:30]=2)[N:19]=4)[CH2:12][CH2:13]1)=[O:7])([CH3:3])([CH3:2])[CH3:4]. The yield is 0.720. (2) The yield is 0.420. The catalyst is CN(C1C=CN=CC=1)C.CN(C=O)C.O. The product is [CH3:15][C:16]1[N:17]=[C:18]([C:24]2[CH:29]=[CH:28][CH:27]=[C:26]([C:30]([F:33])([F:31])[F:32])[CH:25]=2)[S:19][C:20]=1[C:21]([NH:10][S:7]([C:2]1[CH:3]=[CH:4][CH:5]=[CH:6][C:1]=1[S:11](=[O:13])(=[O:12])[NH2:14])(=[O:9])=[O:8])=[O:22]. The reactants are [C:1]1([S:11]([NH2:14])(=[O:13])=[O:12])[C:2]([S:7]([NH2:10])(=[O:9])=[O:8])=[CH:3][CH:4]=[CH:5][CH:6]=1.[CH3:15][C:16]1[N:17]=[C:18]([C:24]2[CH:29]=[CH:28][CH:27]=[C:26]([C:30]([F:33])([F:32])[F:31])[CH:25]=2)[S:19][C:20]=1[C:21](O)=[O:22].C(Cl)CCl. (3) The yield is 0.430. The reactants are [C:1]([O:5][C:6]([N:8]1[CH2:12][CH2:11][CH2:10][CH:9]1[CH:13]([S:19][CH3:20])[CH:14]([C:16]([OH:18])=O)[CH3:15])=[O:7])([CH3:4])([CH3:3])[CH3:2].[CH2:21]([NH2:29])[CH2:22][C:23]1[CH:28]=[CH:27][CH:26]=[CH:25][CH:24]=1.Cl.C1C=C2N=NN(O)C2=CC=1.O.C(N(C(C)C)CC)(C)C. The product is [C:1]([O:5][C:6]([N:8]1[CH2:12][CH2:11][CH2:10][CH:9]1[CH:13]([S:19][CH3:20])[CH:14]([C:16](=[O:18])[NH:29][CH2:21][CH2:22][C:23]1[CH:28]=[CH:27][CH:26]=[CH:25][CH:24]=1)[CH3:15])=[O:7])([CH3:2])([CH3:3])[CH3:4]. The catalyst is C(Cl)Cl. (4) The reactants are [N:1]([C@@H:4]1[CH2:9][CH2:8][CH2:7][CH2:6][C@@H:5]1[CH3:10])=[N+]=[N-].[C:11]1(=[O:15])[CH2:14][CH2:13][CH2:12]1. The catalyst is ClCCl.[Cl-].[Ti+4].[Cl-].[Cl-].[Cl-]. The product is [CH3:10][C@H:5]1[CH2:6][CH2:7][CH2:8][CH2:9][C@H:4]1[N:1]1[CH2:14][CH2:13][CH2:12][C:11]1=[O:15]. The yield is 0.360. (5) The reactants are [Br:1][C:2]1[CH:3]=[C:4]([CH:20]=[C:21]([CH3:23])[CH:22]=1)[C:5](=[NH:19])[NH:6][C:7]1[C:12]([CH:13]([CH3:15])[CH3:14])=[CH:11][CH:10]=[CH:9][C:8]=1[CH:16]([CH3:18])[CH3:17].Cl[CH2:25][CH:26]=O.C(=O)(O)[O-].[Na+].CC(O)C. The catalyst is C(OCC)(=O)C.O. The product is [Br:1][C:2]1[CH:3]=[C:4]([C:5]2[N:6]([C:7]3[C:8]([CH:16]([CH3:17])[CH3:18])=[CH:9][CH:10]=[CH:11][C:12]=3[CH:13]([CH3:15])[CH3:14])[CH:25]=[CH:26][N:19]=2)[CH:20]=[C:21]([CH3:23])[CH:22]=1. The yield is 0.790. (6) The reactants are Cl.Cl.[F:3][C:4]1[C:9]([F:10])=[CH:8][CH:7]=[CH:6][C:5]=1[C@@H:11]1[CH2:21][CH2:20][C@@H:19]([O:22][Si](C(C)C)(C(C)C)C(C)C)[C:14]2=[N:15][CH:16]=[CH:17][CH:18]=[C:13]2[CH:12]1[NH2:33].C(O)(C)C. The catalyst is O. The product is [NH2:33][CH:12]1[C:13]2[C:14](=[N:15][CH:16]=[CH:17][CH:18]=2)[C@H:19]([OH:22])[CH2:20][CH2:21][C@H:11]1[C:5]1[CH:6]=[CH:7][CH:8]=[C:9]([F:10])[C:4]=1[F:3]. The yield is 0.990. (7) The reactants are [O:1]=[C:2]1[C:7]([CH2:8][C:9]2[CH:14]=[CH:13][C:12]([C:15]3[C:16]([C:21]#[N:22])=[CH:17][CH:18]=[CH:19][CH:20]=3)=[CH:11][CH:10]=2)=[C:6]([CH2:23][CH2:24][CH3:25])[N:5]2[N:26]=[CH:27][N:28]=[C:4]2[N:3]1[CH:29]1[CH2:41][CH2:40][C:32]2([O:36][C@H:35]3[CH2:37][O:38][CH2:39][C@H:34]3[O:33]2)[CH2:31][CH2:30]1.FC(F)(F)S(O[Si](C(C)(C)C)(C)C)(=O)=O.N1C(C)=CC=CC=1C.[Cl-].O[NH3+:67].[C:68](=[O:71])([O-])[OH:69].[Na+]. The catalyst is C(OCC)(=O)C.CS(C)=O.O1CCCC1. The product is [OH:36][C@H:35]1[CH2:37][O:38][CH2:39][C@H:34]1[O:33][C@H:32]1[CH2:40][CH2:41][C@H:29]([N:3]2[C:2](=[O:1])[C:7]([CH2:8][C:9]3[CH:10]=[CH:11][C:12]([C:15]4[CH:20]=[CH:19][CH:18]=[CH:17][C:16]=4[C:21]4[NH:22][C:68](=[O:71])[O:69][N:67]=4)=[CH:13][CH:14]=3)=[C:6]([CH2:23][CH2:24][CH3:25])[N:5]3[N:26]=[CH:27][N:28]=[C:4]23)[CH2:30][CH2:31]1. The yield is 0.260. (8) The reactants are [F:1][C:2]1[CH:7]=[CH:6][CH:5]=[CH:4][C:3]=1[C@@:8]1([CH3:20])[N:16]=[C:15]([NH2:17])[C:11]2([CH2:14][CH2:13][CH2:12]2)[S:10](=[O:19])(=[O:18])[CH2:9]1.S(=O)(=O)(O)O.[N+:26]([O-])([OH:28])=[O:27].[OH-].[Na+]. No catalyst specified. The product is [F:1][C:2]1[CH:7]=[CH:6][C:5]([N+:26]([O-:28])=[O:27])=[CH:4][C:3]=1[C@@:8]1([CH3:20])[N:16]=[C:15]([NH2:17])[C:11]2([CH2:12][CH2:13][CH2:14]2)[S:10](=[O:19])(=[O:18])[CH2:9]1. The yield is 1.06. (9) The reactants are C([O:4][C@@H:5]1[C@H:9]([O:10]C(=O)C)[C@@H:8]([CH3:14])[O:7][C@H:6]1[N:15]1[CH:45]=[C:44]([F:46])[C:19]([NH:20][C:21]([O:23][CH2:24][CH2:25][CH:26]([CH3:43])[CH2:27][CH2:28][CH2:29][CH:30]([CH3:42])[CH2:31][CH2:32][CH2:33][CH:34]([CH3:41])[CH2:35][CH2:36][CH2:37][CH:38]([CH3:40])[CH3:39])=[O:22])=[N:18][C:16]1=[O:17])(=O)C.[OH-].[Na+].Cl. The catalyst is CO. The product is [F:46][C:44]1[C:19]([NH:20][C:21]([O:23][CH2:24][CH2:25][CH:26]([CH3:43])[CH2:27][CH2:28][CH2:29][CH:30]([CH3:42])[CH2:31][CH2:32][CH2:33][CH:34]([CH3:41])[CH2:35][CH2:36][CH2:37][CH:38]([CH3:40])[CH3:39])=[O:22])=[N:18][C:16](=[O:17])[N:15]([CH:45]=1)[C@@H:6]1[O:7][C@H:8]([CH3:14])[C@@H:9]([OH:10])[C@H:5]1[OH:4]. The yield is 0.677.